From a dataset of Forward reaction prediction with 1.9M reactions from USPTO patents (1976-2016). Predict the product of the given reaction. (1) Given the reactants O.[OH-].[Li+].O.C[O:6][C:7]([C:9]12[CH2:16][CH2:15][C:12]([NH:17][CH2:18][C:19]3[CH:28]=[CH:27][C:26]4[C:21](=[CH:22][CH:23]=[C:24]([O:29][C@H:30]5[CH2:35][CH2:34][C@H:33]([C:36]([CH3:39])([CH3:38])[CH3:37])[CH2:32][CH2:31]5)[CH:25]=4)[CH:20]=3)([CH2:13][CH2:14]1)[CH2:11][CH2:10]2)=[O:8].O1CCCC1.CO, predict the reaction product. The product is: [C:36]([C@H:33]1[CH2:34][CH2:35][C@H:30]([O:29][C:24]2[CH:25]=[C:26]3[C:21](=[CH:22][CH:23]=2)[CH:20]=[C:19]([CH2:18][NH:17][C:12]24[CH2:11][CH2:10][C:9]([C:7]([OH:8])=[O:6])([CH2:14][CH2:13]2)[CH2:16][CH2:15]4)[CH:28]=[CH:27]3)[CH2:31][CH2:32]1)([CH3:39])([CH3:37])[CH3:38]. (2) The product is: [C:1]([O:5][C:6]([C@H:8]1[CH2:12][CH2:11][CH2:10][N:9]1[C:13](=[O:16])[CH2:14][CH2:15][N:21]([CH2:15][CH2:14][C:13]([N:9]1[CH2:10][CH2:11][CH2:12][C@@H:8]1[C:6]([O:5][C:1]([CH3:2])([CH3:4])[CH3:3])=[O:7])=[O:16])[CH2:20][CH2:19][O:18][CH3:17])=[O:7])([CH3:4])([CH3:3])[CH3:2]. Given the reactants [C:1]([O:5][C:6]([C@H:8]1[CH2:12][CH2:11][CH2:10][N:9]1[C:13](=[O:16])[CH:14]=[CH2:15])=[O:7])([CH3:4])([CH3:3])[CH3:2].[CH3:17][O:18][CH2:19][CH2:20][NH2:21], predict the reaction product.